This data is from Full USPTO retrosynthesis dataset with 1.9M reactions from patents (1976-2016). The task is: Predict the reactants needed to synthesize the given product. The reactants are: [P:1]([O:13][CH2:14][O:15][C:16]1[CH:21]=[CH:20][CH:19]=[C:18]([C:22]2[N:23]=[C:24]3[N:28]([C:29]=2[C:30]2[CH:35]=[CH:34][N:33]=[C:32]([NH:36][C@@H:37]4[CH2:42][CH2:41][CH2:40][N:39]([S:43]([C:46]5[CH:50]=[CH:49][N:48]([CH3:51])[N:47]=5)(=[O:45])=[O:44])[CH2:38]4)[N:31]=2)[CH:27]=[CH:26][O:25]3)[CH:17]=1)([O:8]C(C)(C)C)([O:3]C(C)(C)C)=[O:2].FC(F)(F)C(O)=O. Given the product [P:1]([OH:3])([OH:8])([O:13][CH2:14][O:15][C:16]1[CH:21]=[CH:20][CH:19]=[C:18]([C:22]2[N:23]=[C:24]3[N:28]([C:29]=2[C:30]2[CH:35]=[CH:34][N:33]=[C:32]([NH:36][C@@H:37]4[CH2:42][CH2:41][CH2:40][N:39]([S:43]([C:46]5[CH:50]=[CH:49][N:48]([CH3:51])[N:47]=5)(=[O:44])=[O:45])[CH2:38]4)[N:31]=2)[CH:27]=[CH:26][O:25]3)[CH:17]=1)=[O:2], predict the reactants needed to synthesize it.